Dataset: Forward reaction prediction with 1.9M reactions from USPTO patents (1976-2016). Task: Predict the product of the given reaction. (1) Given the reactants [CH2:1]([NH:8][C:9]([C:11]1[C:12]([C:17]2[CH:22]=[CH:21][CH:20]=[CH:19][C:18]=2[CH2:23][NH2:24])=[CH:13][CH:14]=[CH:15][CH:16]=1)=[O:10])[C:2]1[CH:7]=[CH:6][CH:5]=[CH:4][CH:3]=1.[F:25][C:26]1[CH:27]=[C:28]([S:32](Cl)(=[O:34])=[O:33])[CH:29]=[CH:30][CH:31]=1.C(NC(C1C(C2C=CC=CC=2C(S(C2C=CC=C(F)C=2)(=O)=O)N)=CC=CC=1)=O)C1C=CC=CC=1, predict the reaction product. The product is: [CH2:1]([NH:8][C:9]([C:11]1[C:12]([C:17]2[CH:22]=[CH:21][CH:20]=[CH:19][C:18]=2[CH2:23][NH:24][S:32]([C:28]2[CH:29]=[CH:30][CH:31]=[C:26]([F:25])[CH:27]=2)(=[O:34])=[O:33])=[CH:13][CH:14]=[CH:15][CH:16]=1)=[O:10])[C:2]1[CH:3]=[CH:4][CH:5]=[CH:6][CH:7]=1. (2) Given the reactants [N+:1]([C:4]1[CH:9]=[CH:8][C:7]([C:10]2[S:11][CH:12]=[CH:13][CH:14]=2)=[CH:6][C:5]=1[NH:15][C:16](=[O:23])[O:17][CH2:18][CH:19]1[CH2:22][NH:21][CH2:20]1)([O-:3])=[O:2].[CH2:24](Cl)Cl.C=O.C([BH3-])#N.[Na+], predict the reaction product. The product is: [N+:1]([C:4]1[CH:9]=[CH:8][C:7]([C:10]2[S:11][CH:12]=[CH:13][CH:14]=2)=[CH:6][C:5]=1[NH:15][C:16](=[O:23])[O:17][CH2:18][CH:19]1[CH2:20][N:21]([CH3:24])[CH2:22]1)([O-:3])=[O:2]. (3) The product is: [CH:13]([N:12]([CH2:21][CH:20]([CH2:18][CH3:19])[CH2:23][CH2:24][CH2:25][CH3:26])[C:9]1[CH:8]=[CH:7][C:6]([N:5]([CH:1]([CH2:3][CH3:4])[CH3:2])[CH2:21][CH:20]([CH2:18][CH3:19])[CH2:23][CH2:24][CH2:25][CH3:26])=[CH:11][CH:10]=1)([CH2:15][CH3:16])[CH3:14]. Given the reactants [CH:1]([NH:5][C:6]1[CH:11]=[CH:10][C:9]([NH:12][CH:13]([CH2:15][CH3:16])[CH3:14])=[CH:8][CH:7]=1)([CH2:3][CH3:4])[CH3:2].[Na].[CH2:18]([CH:20]([CH2:23][CH2:24][CH2:25][CH3:26])[CH:21]=O)[CH3:19], predict the reaction product. (4) Given the reactants [F:1][C:2]1[CH:3]=[C:4]([CH:33]=[C:34]([F:36])[CH:35]=1)[CH2:5][C@H:6]([NH:20][C:21]([C:23]1[CH:24]=[C:25]2[C:29](=[CH:30][CH:31]=1)[CH2:28][CH2:27][C:26]2=[O:32])=[O:22])[C@H:7]([OH:19])[CH2:8][NH:9][CH2:10][C:11]1[CH:16]=[CH:15][CH:14]=[C:13]([CH2:17][CH3:18])[CH:12]=1.CCCCCC(COC(C1C=CN=CC=1)=O)C.[BH4-].[Na+], predict the reaction product. The product is: [F:1][C:2]1[CH:3]=[C:4]([CH:33]=[C:34]([F:36])[CH:35]=1)[CH2:5][C@H:6]([NH:20][C:21]([C:23]1[CH:24]=[C:25]2[C:29](=[CH:30][CH:31]=1)[CH2:28][CH2:27][CH:26]2[OH:32])=[O:22])[C@H:7]([OH:19])[CH2:8][NH:9][CH2:10][C:11]1[CH:16]=[CH:15][CH:14]=[C:13]([CH2:17][CH3:18])[CH:12]=1. (5) Given the reactants [H-].[Na+].[F:3][C:4]1[C:9]([C:10]2[NH:14][CH:13]=[C:12]([CH2:15][N:16]([CH3:24])[C:17](=[O:23])[O:18][C:19]([CH3:22])([CH3:21])[CH3:20])[CH:11]=2)=[CH:8][CH:7]=[CH:6][N:5]=1.C1OCCOCCOCCOCCOC1.[O:40]1[CH:44]=[CH:43][C:42]([S:45](Cl)(=[O:47])=[O:46])=[CH:41]1, predict the reaction product. The product is: [F:3][C:4]1[C:9]([C:10]2[N:14]([S:45]([C:42]3[CH:43]=[CH:44][O:40][CH:41]=3)(=[O:47])=[O:46])[CH:13]=[C:12]([CH2:15][N:16]([CH3:24])[C:17](=[O:23])[O:18][C:19]([CH3:20])([CH3:21])[CH3:22])[CH:11]=2)=[CH:8][CH:7]=[CH:6][N:5]=1. (6) Given the reactants [NH:1]([C:16]([O:18][C:19]([CH3:22])([CH3:21])[CH3:20])=[O:17])[C@H:2]([C:13]([OH:15])=[O:14])[CH2:3][C:4]1[CH:9]=[CH:8][C:7]([N+:10]([O-:12])=[O:11])=[CH:6][CH:5]=1.[CH3:23][Si](C=[N+]=[N-])(C)C, predict the reaction product. The product is: [NH:1]([C:16]([O:18][C:19]([CH3:22])([CH3:21])[CH3:20])=[O:17])[C@H:2]([C:13]([O:15][CH3:23])=[O:14])[CH2:3][C:4]1[CH:9]=[CH:8][C:7]([N+:10]([O-:12])=[O:11])=[CH:6][CH:5]=1. (7) Given the reactants [CH3:1][O:2][C:3](=[O:35])[C:4]1[CH:32]=[C:31]([O:33][CH3:34])[CH:30]=[C:6]([C:7]([NH:9][CH:10]2[CH2:15][CH2:14][N:13](CC3C=C(OCC)C(F)=C(OCC)C=3)[CH2:12][CH2:11]2)=[O:8])[CH:5]=1.[CH:36]([O:39][C:40]1[CH:41]=[C:42]([CH:45]=[C:46]([O:48][CH:49]([CH3:51])[CH3:50])[CH:47]=1)[CH:43]=O)([CH3:38])[CH3:37].C([BH3-])#N.[Na+].C(N(C(C)C)C(C)C)C, predict the reaction product. The product is: [CH3:1][O:2][C:3](=[O:35])[C:4]1[CH:32]=[C:31]([O:33][CH3:34])[CH:30]=[C:6]([C:7]([NH:9][CH:10]2[CH2:11][CH2:12][N:13]([CH2:43][C:42]3[CH:41]=[C:40]([O:39][CH:36]([CH3:38])[CH3:37])[CH:47]=[C:46]([O:48][CH:49]([CH3:51])[CH3:50])[CH:45]=3)[CH2:14][CH2:15]2)=[O:8])[CH:5]=1. (8) Given the reactants [CH3:1][O:2][C:3]1[N:8]=[C:7]([NH2:9])[C:6]([NH2:10])=[CH:5][CH:4]=1.[C:11](OCC)(=O)[CH:12]=[O:13], predict the reaction product. The product is: [CH3:1][O:2][C:3]1[CH:4]=[CH:5][C:6]2[N:10]=[CH:11][C:12](=[O:13])[NH:9][C:7]=2[N:8]=1. (9) Given the reactants [N:1]([CH2:4][C:5]1[N:10]=[C:9]([CH2:11][N:12]([CH2:23][C:24]2[C:33]3[C:28](=[CH:29][CH:30]=[CH:31][CH:32]=3)[CH:27]=[CH:26][CH:25]=2)[CH2:13][C:14]([O:16][CH2:17][CH2:18][Si:19]([CH3:22])([CH3:21])[CH3:20])=[O:15])[CH:8]=[CH:7][CH:6]=1)=[N+]=[N-], predict the reaction product. The product is: [NH2:1][CH2:4][C:5]1[N:10]=[C:9]([CH2:11][N:12]([CH2:23][C:24]2[C:33]3[C:28](=[CH:29][CH:30]=[CH:31][CH:32]=3)[CH:27]=[CH:26][CH:25]=2)[CH2:13][C:14]([O:16][CH2:17][CH2:18][Si:19]([CH3:22])([CH3:20])[CH3:21])=[O:15])[CH:8]=[CH:7][CH:6]=1. (10) Given the reactants Cl[C:2]1[CH:7]=[C:6]([C:8]2[CH:13]=[CH:12][CH:11]=[CH:10][CH:9]=2)[N:5]=[C:4]([NH:14][C:15](=[O:29])[CH2:16][CH2:17][C:18]([C:20]2[CH:21]=[CH:22][C:23]3[O:27][CH2:26][CH2:25][C:24]=3[CH:28]=2)=[O:19])[CH:3]=1.C1(C2C=CC=CC=2)C=CC=CC=1P(C1CCCCC1)C1CCCCC1.C(=O)([O-])[O-].[K+].[K+].[F:61][C:62]([F:74])([F:73])[O:63][C:64]1[CH:65]=[C:66](B(O)O)[CH:67]=[CH:68][CH:69]=1, predict the reaction product. The product is: [O:27]1[C:23]2[CH:22]=[CH:21][C:20]([C:18](=[O:19])[CH2:17][CH2:16][C:15]([NH:14][C:4]3[CH:3]=[C:2]([C:66]4[CH:67]=[CH:68][CH:69]=[C:64]([O:63][C:62]([F:61])([F:73])[F:74])[CH:65]=4)[CH:7]=[C:6]([C:8]4[CH:13]=[CH:12][CH:11]=[CH:10][CH:9]=4)[N:5]=3)=[O:29])=[CH:28][C:24]=2[CH2:25][CH2:26]1.